Dataset: Catalyst prediction with 721,799 reactions and 888 catalyst types from USPTO. Task: Predict which catalyst facilitates the given reaction. Reactant: [CH2:1]([O:8][CH2:9][N:10]1[CH:14]=[CH:13][CH:12]=[N:11]1)[C:2]1[CH:7]=[CH:6][CH:5]=[CH:4][CH:3]=1.C([Li])CCC.CN([CH:23]=[O:24])C. Product: [CH2:1]([O:8][CH2:9][N:10]1[C:14]([CH:23]=[O:24])=[CH:13][CH:12]=[N:11]1)[C:2]1[CH:3]=[CH:4][CH:5]=[CH:6][CH:7]=1. The catalyst class is: 1.